Dataset: Catalyst prediction with 721,799 reactions and 888 catalyst types from USPTO. Task: Predict which catalyst facilitates the given reaction. (1) The catalyst class is: 39. Product: [Br:1][C:2]1[CH:3]=[CH:4][C:5]([O:9][CH3:10])=[C:6]([O:8][CH:17]([CH3:19])[CH3:18])[CH:7]=1. Reactant: [Br:1][C:2]1[CH:3]=[CH:4][C:5]([O:9][CH3:10])=[C:6]([OH:8])[CH:7]=1.C(=O)([O-])[O-].[K+].[K+].[CH:17](I)([CH3:19])[CH3:18]. (2) Reactant: [Cl:1][C:2]1[CH:9]=[C:8]([NH:10][CH3:11])[C:5]([CH:6]=O)=[CH:4][N:3]=1.[CH3:12][O:13][C:14]1[CH:15]=[C:16]([CH2:22][C:23](OC)=[O:24])[CH:17]=[C:18]([O:20][CH3:21])[CH:19]=1.C(=O)([O-])[O-].[K+].[K+]. Product: [Cl:1][C:2]1[CH:9]=[C:8]2[C:5]([CH:6]=[C:22]([C:16]3[CH:17]=[C:18]([O:20][CH3:21])[CH:19]=[C:14]([O:13][CH3:12])[CH:15]=3)[C:23](=[O:24])[N:10]2[CH3:11])=[CH:4][N:3]=1. The catalyst class is: 9. (3) Reactant: [F:1][C:2]1[C:7]([F:8])=[CH:6][CH:5]=[CH:4][C:3]=1[C@@H:9]1[CH2:19][CH2:18][C@@H:17]([O:20][Si](C(C)C)(C(C)C)C(C)C)[C:12]2=[N:13][CH:14]=[CH:15][CH:16]=[C:11]2[C@@H:10]1[OH:31].CCCC[N+](CCCC)(CCCC)CCCC.[F-].C(OCC)(=O)C.CCCCCC. Product: [F:1][C:2]1[C:7]([F:8])=[CH:6][CH:5]=[CH:4][C:3]=1[C@@H:9]1[CH2:19][CH2:18][C@@H:17]([OH:20])[C:12]2=[N:13][CH:14]=[CH:15][CH:16]=[C:11]2[C@@H:10]1[OH:31]. The catalyst class is: 355. (4) Reactant: [Br:1][C:2]1[CH:7]=[CH:6][C:5]([C@@H:8]([N:10]([CH2:15][CH2:16][C:17]([OH:28])([C:22]2[CH:27]=[CH:26][CH:25]=[CH:24][CH:23]=2)[CH2:18][C:19]([CH3:21])=[CH2:20])[C:11](=O)[O:12]C)[CH3:9])=[CH:4][CH:3]=1.[H-].[Na+]. Product: [Br:1][C:2]1[CH:3]=[CH:4][C:5]([C@@H:8]([N:10]2[CH2:15][CH2:16][C@:17]([CH2:18][C:19]([CH3:21])=[CH2:20])([C:22]3[CH:23]=[CH:24][CH:25]=[CH:26][CH:27]=3)[O:28][C:11]2=[O:12])[CH3:9])=[CH:6][CH:7]=1. The catalyst class is: 1. (5) Reactant: [Cl:1][C:2]1[CH:7]=[CH:6][C:5]([C:8](=[O:35])[CH2:9][N:10]2[C:14]3([CH2:19][CH2:18][N:17](C(OC(C)(C)C)=O)[CH2:16][CH2:15]3)[N:13]=[C:12]([C:27]3[CH:32]=[CH:31][C:30]([Cl:33])=[CH:29][CH:28]=3)[C:11]2=[O:34])=[CH:4][C:3]=1[CH3:36].Cl. Product: [Cl:1][C:2]1[CH:7]=[CH:6][C:5]([C:8](=[O:35])[CH2:9][N:10]2[C:14]3([CH2:19][CH2:18][NH:17][CH2:16][CH2:15]3)[N:13]=[C:12]([C:27]3[CH:32]=[CH:31][C:30]([Cl:33])=[CH:29][CH:28]=3)[C:11]2=[O:34])=[CH:4][C:3]=1[CH3:36]. The catalyst class is: 12. (6) Reactant: [Br:1][C:2]1[CH:3]=[N:4][CH:5]=[C:6]([C:10]=1[CH3:11])[C:7]([OH:9])=[O:8].[CH2:12](O)[CH3:13].CCN=C=NCCCN(C)C.OP([O-])(O)=O.[K+]. Product: [Br:1][C:2]1[CH:3]=[N:4][CH:5]=[C:6]([C:10]=1[CH3:11])[C:7]([O:9][CH2:12][CH3:13])=[O:8]. The catalyst class is: 64. (7) Reactant: [C:1]([NH:5][NH:6][C:7]([C:9]1[C:10]2[CH2:11][C@H:12]3[CH2:23][C@H:13]3[C:14]=2[N:15]([C:17]2[CH:22]=[N:21][CH:20]=[CH:19][N:18]=2)[N:16]=1)=[O:8])([CH3:4])([CH3:3])[CH3:2].[N:24]([CH3:27])=[C:25]=[O:26]. Product: [CH3:27][NH:24][C:25]([N:5]([C:1]([CH3:4])([CH3:2])[CH3:3])[NH:6][C:7]([C:9]1[C:10]2[CH2:11][C@H:12]3[CH2:23][C@H:13]3[C:14]=2[N:15]([C:17]2[CH:22]=[N:21][CH:20]=[CH:19][N:18]=2)[N:16]=1)=[O:8])=[O:26]. The catalyst class is: 2.